Dataset: Forward reaction prediction with 1.9M reactions from USPTO patents (1976-2016). Task: Predict the product of the given reaction. (1) Given the reactants C([O:3][C:4]([C:6]1[C:7]2[N:8]=[CH:9][CH:10]=[N:11][C:12]=2[C:13]([C:16]2[C:21]([F:22])=[C:20]([O:23][CH3:24])[CH:19]=[C:18]([O:25][CH3:26])[C:17]=2[F:27])=[CH:14][CH:15]=1)=[O:5])C.NC1N=CC(CN(C)CC(N)=O)=CC=1.C[Al](C)C.C([O-])(O)=O.[Na+], predict the reaction product. The product is: [F:22][C:21]1[C:20]([O:23][CH3:24])=[CH:19][C:18]([O:25][CH3:26])=[C:17]([F:27])[C:16]=1[C:13]1[C:12]2[N:11]=[CH:10][CH:9]=[N:8][C:7]=2[C:6]([C:4]([OH:5])=[O:3])=[CH:15][CH:14]=1. (2) The product is: [O:27]1[CH2:28][CH2:29][N:30]([CH2:33][C:34]2[CH:40]=[CH:39][C:37]([NH:38]/[C:16](=[C:6]3\[C:5](=[O:26])[NH:4][C:12]4[C:7]\3=[CH:8][C:9]([N+:13]([O-:15])=[O:14])=[CH:10][CH:11]=4)/[C:17]3[CH:18]=[CH:19][CH:20]=[CH:21][CH:22]=3)=[CH:36][CH:35]=2)[CH2:31][CH2:32]1. Given the reactants C([N:4]1[C:12]2[C:7](=[CH:8][C:9]([N+:13]([O-:15])=[O:14])=[CH:10][CH:11]=2)[C:6](=[C:16](OCC)[C:17]2[CH:22]=[CH:21][CH:20]=[CH:19][CH:18]=2)[C:5]1=[O:26])(=O)C.[O:27]1[CH2:32][CH2:31][N:30]([CH2:33][C:34]2[CH:40]=[CH:39][C:37]([NH2:38])=[CH:36][CH:35]=2)[CH2:29][CH2:28]1.[OH-].[Na+], predict the reaction product.